This data is from Reaction yield outcomes from USPTO patents with 853,638 reactions. The task is: Predict the reaction yield, written as a fraction of the theoretical maximum amount of product (1.0 means a 100% yield; for example, 0.34 means a 34% yield). (1) The reactants are [BH4-].[Na+].[O:3]=[C:4]([CH2:10][CH2:11][CH:12]=[CH:13][CH:14]=[CH:15][CH3:16])[CH2:5][C:6]([O:8][CH3:9])=[O:7].Cl. The catalyst is C1COCC1. The product is [OH:3][CH:4]([CH2:10][CH2:11][CH:12]=[CH:13][CH:14]=[CH:15][CH3:16])[CH2:5][C:6]([O:8][CH3:9])=[O:7]. The yield is 0.960. (2) The product is [CH3:1][O:2][C:3]1[CH:4]=[CH:5][CH:6]=[C:7]2[C:11]=1[NH:10][N:9]=[C:8]2[CH2:12][CH2:13][NH:19][C:41](=[O:44])[O:42][C:46]([CH3:52])([CH3:51])[CH3:47]. The yield is 0.820. The catalyst is C(O)(C)(C)C. The reactants are [CH3:1][O:2][C:3]1[CH:4]=[CH:5][CH:6]=[C:7]2[C:11]=1[NH:10][N:9]=[C:8]2[CH2:12][CH2:13]C(O)=O.C([N:19](CC)CC)C.C1(P(N=[N+]=[N-])(C2C=CC=CC=2)=O)C=CC=CC=1.[C:41](=[O:44])([O-])[OH:42].[Na+].[C:46]1([CH3:52])[CH:51]=CC=C[CH:47]=1. (3) The reactants are C([O:5][C:6](=[O:35])[CH2:7][O:8]/[N:9]=[CH:10]/[C:11]1[CH:16]=[CH:15][C:14]([C:17]2[CH2:21][C:20]([C:26]3[CH:31]=[C:30]([Cl:32])[CH:29]=[C:28]([Cl:33])[CH:27]=3)([C:22]([F:25])([F:24])[F:23])[O:19][N:18]=2)=[CH:13][C:12]=1[CH3:34])(C)(C)C.C(O)=O.FC(F)(F)C(O)=O. The catalyst is C(Cl)Cl. The product is [Cl:33][C:28]1[CH:27]=[C:26]([C:20]2([C:22]([F:24])([F:23])[F:25])[O:19][N:18]=[C:17]([C:14]3[CH:15]=[CH:16][C:11](/[CH:10]=[N:9]/[O:8][CH2:7][C:6]([OH:35])=[O:5])=[C:12]([CH3:34])[CH:13]=3)[CH2:21]2)[CH:31]=[C:30]([Cl:32])[CH:29]=1. The yield is 0.800. (4) The reactants are [Cl:1][C:2]1[CH:8]=[CH:7][C:5]([NH2:6])=[C:4]([F:9])[CH:3]=1.[Li]CCCC.Cl[Si](C)(C)CC[Si](Cl)(C)C.Cl[C:26]([O:28][CH2:29][C:30]1[CH:35]=[CH:34][CH:33]=[CH:32][CH:31]=1)=[O:27]. The catalyst is C1COCC1. The product is [NH2:6][C:5]1[C:4]([F:9])=[C:3]([C:2]([Cl:1])=[CH:8][CH:7]=1)[C:26]([O:28][CH2:29][C:30]1[CH:35]=[CH:34][CH:33]=[CH:32][CH:31]=1)=[O:27]. The yield is 0.450. (5) The reactants are [CH3:1][C:2]1[CH:10]=[C:6]([C:7]([OH:9])=O)[C:5]([OH:11])=[CH:4][CH:3]=1.[CH3:12][C:13]1[CH:19]=[CH:18][C:16]([NH2:17])=[CH:15][C:14]=1[C:20]([F:23])([F:22])[F:21]. No catalyst specified. The product is [OH:11][C:5]1[CH:4]=[CH:3][C:2]([CH3:1])=[CH:10][C:6]=1[C:7]([NH:17][C:16]1[CH:18]=[CH:19][C:13]([CH3:12])=[C:14]([C:20]([F:21])([F:22])[F:23])[CH:15]=1)=[O:9]. The yield is 0.637.